Dataset: Forward reaction prediction with 1.9M reactions from USPTO patents (1976-2016). Task: Predict the product of the given reaction. Given the reactants [Cl:1][C:2]1[CH:3]=[C:4]([CH:8]2[N:14]([C:15](=[O:19])[CH2:16][NH:17][CH3:18])[CH:13]([CH3:20])[CH2:12][CH2:11][N:10]([CH:21]([CH2:25][C:26]3[C:35]4[C:30](=[CH:31][CH:32]=[CH:33][CH:34]=4)[CH:29]=[CH:28][CH:27]=3)[C:22]([NH2:24])=[O:23])[C:9]2=[O:36])[CH:5]=[CH:6][CH:7]=1.[C:37]([OH:45])(=O)[C:38]1[CH:43]=[CH:42][CH:41]=[N:40][CH:39]=1.C1N=CN(C(N2C=NC=C2)=O)C=1, predict the reaction product. The product is: [C:22]([CH:21]([N:10]1[CH2:11][CH2:12][CH:13]([CH3:20])[N:14]([C:15](=[O:19])[CH2:16][N:17]([CH3:18])[C:37](=[O:45])[C:38]2[CH:43]=[CH:42][CH:41]=[N:40][CH:39]=2)[CH:8]([C:4]2[CH:5]=[CH:6][CH:7]=[C:2]([Cl:1])[CH:3]=2)[C:9]1=[O:36])[CH2:25][C:26]1[C:35]2[C:30](=[CH:31][CH:32]=[CH:33][CH:34]=2)[CH:29]=[CH:28][CH:27]=1)(=[O:23])[NH2:24].